From a dataset of NCI-60 drug combinations with 297,098 pairs across 59 cell lines. Regression. Given two drug SMILES strings and cell line genomic features, predict the synergy score measuring deviation from expected non-interaction effect. (1) Drug 1: CC1=C2C(C(=O)C3(C(CC4C(C3C(C(C2(C)C)(CC1OC(=O)C(C(C5=CC=CC=C5)NC(=O)OC(C)(C)C)O)O)OC(=O)C6=CC=CC=C6)(CO4)OC(=O)C)O)C)O. Drug 2: C1=CN(C=N1)CC(O)(P(=O)(O)O)P(=O)(O)O. Cell line: RPMI-8226. Synergy scores: CSS=23.6, Synergy_ZIP=-5.04, Synergy_Bliss=1.07, Synergy_Loewe=-10.1, Synergy_HSA=-0.565. (2) Drug 1: C1=CC(=CC=C1C#N)C(C2=CC=C(C=C2)C#N)N3C=NC=N3. Drug 2: CC1=C(C=C(C=C1)NC(=O)C2=CC=C(C=C2)CN3CCN(CC3)C)NC4=NC=CC(=N4)C5=CN=CC=C5. Cell line: SF-539. Synergy scores: CSS=6.14, Synergy_ZIP=0.598, Synergy_Bliss=5.77, Synergy_Loewe=-1.88, Synergy_HSA=0.0122. (3) Drug 1: C1=CC=C(C(=C1)C(C2=CC=C(C=C2)Cl)C(Cl)Cl)Cl. Drug 2: CN(CCCl)CCCl.Cl. Cell line: MOLT-4. Synergy scores: CSS=39.5, Synergy_ZIP=2.81, Synergy_Bliss=2.00, Synergy_Loewe=-48.1, Synergy_HSA=-2.69. (4) Drug 1: C1C(C(OC1N2C=C(C(=O)NC2=O)F)CO)O. Drug 2: C(CC(=O)O)C(=O)CN.Cl. Cell line: HOP-62. Synergy scores: CSS=28.7, Synergy_ZIP=-12.1, Synergy_Bliss=-5.28, Synergy_Loewe=-23.9, Synergy_HSA=-4.09.